Dataset: Full USPTO retrosynthesis dataset with 1.9M reactions from patents (1976-2016). Task: Predict the reactants needed to synthesize the given product. (1) Given the product [F:20][C:8]1[C:7](=[O:21])[N:6]2[C:2]([C@@H:32]3[CH2:33][C@H:31]3[CH2:30][OH:29])=[C:3]([CH3:22])[S:4][C:5]2=[N:10][C:9]=1[CH2:11][O:12][C:13]1[CH:18]=[CH:17][C:16]([F:19])=[CH:15][CH:14]=1, predict the reactants needed to synthesize it. The reactants are: Br[C:2]1[N:6]2[C:7](=[O:21])[C:8]([F:20])=[C:9]([CH2:11][O:12][C:13]3[CH:18]=[CH:17][C:16]([F:19])=[CH:15][CH:14]=3)[N:10]=[C:5]2[S:4][C:3]=1[CH3:22].C(=O)([O-])[O-].[Na+].[Na+].[OH:29][CH2:30][C@@H:31]1[CH2:33][C@H:32]1[B-](F)(F)F.[K+]. (2) Given the product [Cl:8][C:9]1[N:14]=[C:13]([N:15]2[CH2:20][CH2:19][O:18][CH2:17][C@H:16]2[CH3:21])[CH:12]=[C:11]([CH2:22][S:4]([CH:2]([CH3:3])[CH3:1])(=[O:6])=[O:5])[N:10]=1, predict the reactants needed to synthesize it. The reactants are: [CH3:1][CH:2]([S:4]([O-:6])=[O:5])[CH3:3].[Na+].[Cl:8][C:9]1[N:14]=[C:13]([N:15]2[CH2:20][CH2:19][O:18][CH2:17][C@H:16]2[CH3:21])[CH:12]=[C:11]([CH2:22]I)[N:10]=1. (3) The reactants are: Cl.[N:2]1[N:3]([CH2:7][C:8]([OH:10])=O)[N:4]=[CH:5][CH:6]=1.[Cl:11][C:12]1[S:16][C:15]([CH2:17][C@H:18]2[CH2:22][NH:21][C@H:20]([C:23]([NH:25][C:26]3[CH:31]=[CH:30][C:29]([O:32][C:33]4[CH:38]=[CH:37][C:36]([F:39])=[CH:35][CH:34]=4)=[CH:28][CH:27]=3)=[O:24])[CH2:19]2)=[CH:14][CH:13]=1. Given the product [N:4]1[N:3]([CH2:7][C:8]([N:21]2[CH2:22][C@H:18]([CH2:17][C:15]3[S:16][C:12]([Cl:11])=[CH:13][CH:14]=3)[CH2:19][C@H:20]2[C:23]([NH:25][C:26]2[CH:31]=[CH:30][C:29]([O:32][C:33]3[CH:34]=[CH:35][C:36]([F:39])=[CH:37][CH:38]=3)=[CH:28][CH:27]=2)=[O:24])=[O:10])[N:2]=[CH:6][CH:5]=1, predict the reactants needed to synthesize it.